Dataset: Forward reaction prediction with 1.9M reactions from USPTO patents (1976-2016). Task: Predict the product of the given reaction. (1) The product is: [CH2:8]([O:10][C:11]([N:13]1[CH2:18][CH2:17][N:16]([C:19](=[O:53])[C@@H:20]([NH:23][C:24]([C:26]2[CH:30]=[C:29]([O:31][CH2:32][C:33]([N:35]3[CH2:39][CH2:38][CH2:37][C@H:36]3[C:40](=[O:46])[NH:41][CH:42]3[CH2:45][CH2:44][CH2:43]3)=[O:34])[N:28]([C:47]3[CH:52]=[CH:51][CH:50]=[CH:49][CH:48]=3)[N:27]=2)=[O:25])[CH2:21][NH:22][C:3](=[O:4])[CH3:2])[CH2:15][CH2:14]1)=[O:12])[CH3:9]. Given the reactants F[C:2](F)(F)[C:3](O)=[O:4].[CH2:8]([O:10][C:11]([N:13]1[CH2:18][CH2:17][N:16]([C:19](=[O:53])[C@@H:20]([NH:23][C:24]([C:26]2[CH:30]=[C:29]([O:31][CH2:32][C:33]([N:35]3[CH2:39][CH2:38][CH2:37][C@H:36]3[C:40](=[O:46])[NH:41][CH:42]3[CH2:45][CH2:44][CH2:43]3)=[O:34])[N:28]([C:47]3[CH:52]=[CH:51][CH:50]=[CH:49][CH:48]=3)[N:27]=2)=[O:25])[CH2:21][NH2:22])[CH2:15][CH2:14]1)=[O:12])[CH3:9].N1C=CC=CC=1.CC(OC(C)=O)=O, predict the reaction product. (2) Given the reactants [C:1]([C:4]1[CH:12]=[CH:11][CH:10]=[C:9]2[C:5]=1[CH:6]=[CH:7][NH:8]2)([OH:3])=O.[I-].[Cl:14]C1C=CC=C[N+]=1C.[CH2:22]([N:30]1[CH2:35][CH2:34][NH:33][CH2:32][CH2:31]1)[CH2:23][C:24]1[CH:29]=[CH:28][CH:27]=[CH:26][CH:25]=1.C(N(C(C)C)C(C)C)C, predict the reaction product. The product is: [ClH:14].[NH:8]1[C:9]2[C:5](=[C:4]([C:1]([N:33]3[CH2:34][CH2:35][N:30]([CH2:22][CH2:23][C:24]4[CH:29]=[CH:28][CH:27]=[CH:26][CH:25]=4)[CH2:31][CH2:32]3)=[O:3])[CH:12]=[CH:11][CH:10]=2)[CH:6]=[CH:7]1. (3) The product is: [CH3:31][O:32][C:33]1[CH:40]=[CH:39][C:36]([CH2:37][NH:38][C:14]([C:5]2[CH:6]=[N:7][CH:2]=[N:3][CH:4]=2)=[O:15])=[CH:35][CH:34]=1. Given the reactants Cl[C:2]1[N:7]=[C:6](NCC(C)(C)C)[C:5]([CH:14]=[O:15])=[CH:4][N:3]=1.S(=O)(=O)(O)N.Cl([O-])=O.[Na+].C(Cl)(=O)C(Cl)=O.[CH3:31][O:32][C:33]1[CH:40]=[CH:39][C:36]([CH2:37][NH2:38])=[CH:35][CH:34]=1, predict the reaction product. (4) The product is: [Br:1][C:2]1[C:10]2[C:9]([Cl:11])=[N:8][CH:7]=[N:6][C:5]=2[N:4]([C:16]2[CH:17]=[CH:18][C:13]([CH3:12])=[CH:14][CH:15]=2)[CH:3]=1. Given the reactants [Br:1][C:2]1[C:10]2[C:9]([Cl:11])=[N:8][CH:7]=[N:6][C:5]=2[NH:4][CH:3]=1.[CH3:12][C:13]1[CH:18]=[CH:17][C:16](B(O)O)=[CH:15][CH:14]=1.C(N(CC)CC)C, predict the reaction product. (5) Given the reactants [F:1][C:2]([F:17])([O:9][C:10]1[CH:15]=[CH:14][C:13]([F:16])=[CH:12][CH:11]=1)[C:3]([N:5]([O:7][CH3:8])[CH3:6])=[O:4].[H-].[Al+3].[Li+].[H-].[H-].[H-].[OH-].[Na+].C(OCC)C, predict the reaction product. The product is: [F:17][C:2]([F:1])([O:9][C:10]1[CH:11]=[CH:12][C:13]([F:16])=[CH:14][CH:15]=1)[CH:3]([N:5]([O:7][CH3:8])[CH3:6])[OH:4]. (6) Given the reactants [CH3:1][C:2]1[C:3]2[N:4]([C:18]([NH2:21])=[CH:19][N:20]=2)[N:5]=[C:6]([C:8]2[CH:13]=[CH:12][CH:11]=[CH:10][C:9]=2[C:14]([F:17])([F:16])[F:15])[CH:7]=1.[N:22]1[CH:27]=[CH:26][CH:25]=[CH:24][C:23]=1[C:28](O)=[O:29].CCN(C(C)C)C(C)C.CN(C(ON1N=NC2C=CC=NC1=2)=[N+](C)C)C.F[P-](F)(F)(F)(F)F, predict the reaction product. The product is: [CH3:1][C:2]1[C:3]2[N:4]([C:18]([NH:21][C:28](=[O:29])[C:23]3[CH:24]=[CH:25][CH:26]=[CH:27][N:22]=3)=[CH:19][N:20]=2)[N:5]=[C:6]([C:8]2[CH:13]=[CH:12][CH:11]=[CH:10][C:9]=2[C:14]([F:15])([F:16])[F:17])[CH:7]=1. (7) Given the reactants [NH:1]1[CH2:5][CH2:4][CH2:3][C@H:2]1[CH2:6][OH:7].[NH2:8][C:9]1[CH:16]=[CH:15][CH:14]=[C:13](F)[C:10]=1[C:11]#[N:12], predict the reaction product. The product is: [NH2:8][C:9]1[CH:16]=[CH:15][CH:14]=[C:13]([O:7][CH2:6][C@@H:2]2[CH2:3][CH2:4][CH2:5][NH:1]2)[C:10]=1[C:11]#[N:12].